This data is from Forward reaction prediction with 1.9M reactions from USPTO patents (1976-2016). The task is: Predict the product of the given reaction. (1) Given the reactants [NH:1]1[C:9]2[C:4](=[CH:5][CH:6]=[CH:7][CH:8]=2)[C:3](/[CH:10]=[C:11]2\[O:12][C:13]3[C:20]([C:21]([O:23]C)=[O:22])=[C:19]([O:25][CH3:26])[CH:18]=[CH:17][C:14]=3[C:15]\2=[O:16])=[N:2]1.CO.O.[OH-].[Li+].Cl, predict the reaction product. The product is: [NH:1]1[C:9]2[C:4](=[CH:5][CH:6]=[CH:7][CH:8]=2)[C:3](/[CH:10]=[C:11]2\[O:12][C:13]3[C:20]([C:21]([OH:23])=[O:22])=[C:19]([O:25][CH3:26])[CH:18]=[CH:17][C:14]=3[C:15]\2=[O:16])=[N:2]1. (2) The product is: [F:39][CH:2]1[CH2:6][CH2:5][N:4]([CH:7]2[CH2:11][CH2:10][CH2:9][CH:8]2[NH:12][C:13](=[O:28])[C:14]2[C:19]([S:20][CH3:21])=[CH:18][C:17]([C:22]([F:25])([F:24])[F:23])=[CH:16][C:15]=2[O:26][CH3:27])[CH2:3]1. Given the reactants O[CH:2]1[CH2:6][CH2:5][N:4]([CH:7]2[CH2:11][CH2:10][CH2:9][CH:8]2[NH:12][C:13](=[O:28])[C:14]2[C:19]([S:20][CH3:21])=[CH:18][C:17]([C:22]([F:25])([F:24])[F:23])=[CH:16][C:15]=2[O:26][CH3:27])[CH2:3]1.COCCN(S(F)(F)[F:39])CCOC, predict the reaction product. (3) Given the reactants Cl.[N+:2]([C:5]1[CH:12]=[CH:11][C:8]([CH2:9][NH2:10])=[CH:7][CH:6]=1)([O-:4])=[O:3].C(=O)([O-])O.[Na+].[C:18](Cl)(=[O:22])[C:19]([CH3:21])=[CH2:20], predict the reaction product. The product is: [N+:2]([C:5]1[CH:6]=[CH:7][C:8]([CH2:9][NH:10][C:18](=[O:22])[C:19]([CH3:21])=[CH2:20])=[CH:11][CH:12]=1)([O-:4])=[O:3]. (4) Given the reactants [CH3:1][O:2][C:3]1[N:4]=[C:5]2[C:10](=[CH:11][CH:12]=1)[N:9]=[CH:8][CH:7]=[C:6]2[NH:13][C:14]([CH:16]1[CH2:21][CH2:20][CH2:19][CH:18]([CH2:22][NH2:23])[CH2:17]1)=[O:15].[O:24]=[C:25]1[NH:30][C:29]2[CH:31]=[C:32]([CH:35]=O)[CH:33]=[CH:34][C:28]=2[O:27][CH2:26]1, predict the reaction product. The product is: [CH3:1][O:2][C:3]1[N:4]=[C:5]2[C:10](=[CH:11][CH:12]=1)[N:9]=[CH:8][CH:7]=[C:6]2[NH:13][C:14]([CH:16]1[CH2:21][CH2:20][CH2:19][CH:18]([CH2:22][NH:23][CH2:35][C:32]2[CH:33]=[CH:34][C:28]3[O:27][CH2:26][C:25](=[O:24])[NH:30][C:29]=3[CH:31]=2)[CH2:17]1)=[O:15]. (5) Given the reactants [NH2:1][C:2]1[S:3][CH:4]=[CH:5][N:6]=1.C(N(CC)C(C)C)(C)C.[CH:16]([C:18]1[CH:26]=[CH:25][C:21]([C:22](Cl)=[O:23])=[CH:20][CH:19]=1)=[O:17], predict the reaction product. The product is: [CH:16]([C:18]1[CH:26]=[CH:25][C:21]([C:22]([NH:1][C:2]2[S:3][CH:4]=[CH:5][N:6]=2)=[O:23])=[CH:20][CH:19]=1)=[O:17]. (6) Given the reactants [C:1]([C:4]1[C:12]2[CH2:11][CH2:10][N:9](C(OC(C)(C)C)=O)[CH2:8][C:7]=2[S:6][C:5]=1[NH:20][C:21]([NH:23][C:24]1[CH:29]=[CH:28][C:27]([Cl:30])=[CH:26][CH:25]=1)=[O:22])(=[O:3])[NH2:2].[C:31]([OH:37])([C:33]([F:36])([F:35])[F:34])=[O:32], predict the reaction product. The product is: [F:34][C:33]([F:36])([F:35])[C:31]([OH:37])=[O:32].[Cl:30][C:27]1[CH:26]=[CH:25][C:24]([NH:23][C:21](=[O:22])[NH:20][C:5]2[S:6][C:7]3[CH2:8][NH:9][CH2:10][CH2:11][C:12]=3[C:4]=2[C:1]([NH2:2])=[O:3])=[CH:29][CH:28]=1.